From a dataset of Full USPTO retrosynthesis dataset with 1.9M reactions from patents (1976-2016). Predict the reactants needed to synthesize the given product. (1) Given the product [O:16]=[C:13]1[C:14]2[C:10](=[CH:9][CH:8]=[C:7]([C:5]3[S:6][C:2]([C:25]4[CH:26]=[C:27]([NH:31][C:32](=[O:38])[O:33][C:34]([CH3:36])([CH3:35])[CH3:37])[CH:28]=[N:29][CH:30]=4)=[CH:3][CH:4]=3)[CH:15]=2)[CH2:11][NH:12]1, predict the reactants needed to synthesize it. The reactants are: I[C:2]1[S:6][C:5]([C:7]2[CH:15]=[C:14]3[C:10]([CH2:11][NH:12][C:13]3=[O:16])=[CH:9][CH:8]=2)=[CH:4][CH:3]=1.CC1(C)C(C)(C)OB([C:25]2[CH:26]=[C:27]([NH:31][C:32](=[O:38])[O:33][C:34]([CH3:37])([CH3:36])[CH3:35])[CH:28]=[N:29][CH:30]=2)O1. (2) Given the product [CH3:7][O:8][C:9](=[O:10])[C:11]1[CH:16]=[CH:15][C:14]([C:2]2[N:3]=[CH:4][S:5][CH:6]=2)=[CH:13][CH:12]=1, predict the reactants needed to synthesize it. The reactants are: Br[C:2]1[N:3]=[CH:4][S:5][CH:6]=1.[CH3:7][O:8][C:9]([C:11]1[CH:16]=[CH:15][C:14](B(O)O)=[CH:13][CH:12]=1)=[O:10]. (3) Given the product [O:31]=[C:27]1[N:26]([CH2:25][CH:24]=[O:23])[CH2:30][CH2:29][O:28]1, predict the reactants needed to synthesize it. The reactants are: CC(OI1(OC(C)=O)(OC(C)=O)OC(=O)C2C=CC=CC1=2)=O.[OH:23][CH2:24][CH2:25][N:26]1[CH2:30][CH2:29][O:28][C:27]1=[O:31]. (4) Given the product [N+:10]([C:7]1[CH:8]=[CH:9][C:2]2[S:15][C:14]([C:13]([O:17][CH3:18])=[O:16])=[CH:4][C:3]=2[CH:6]=1)([O-:12])=[O:11], predict the reactants needed to synthesize it. The reactants are: F[C:2]1[CH:9]=[CH:8][C:7]([N+:10]([O-:12])=[O:11])=[CH:6][C:3]=1[CH:4]=O.[C:13]([O:17][CH3:18])(=[O:16])[CH2:14][SH:15].C(=O)([O-])[O-].[K+].[K+].CN(C)C=O.